This data is from Forward reaction prediction with 1.9M reactions from USPTO patents (1976-2016). The task is: Predict the product of the given reaction. Given the reactants [F:1][C:2]1[CH:7]=[CH:6][C:5]([OH:8])=[C:4]([N+:9]([O-])=O)[CH:3]=1.O.O.[Sn](Cl)Cl.C([O-])(O)=O.[Na+], predict the reaction product. The product is: [NH2:9][C:4]1[CH:3]=[C:2]([F:1])[CH:7]=[CH:6][C:5]=1[OH:8].